Task: Predict the reaction yield, written as a fraction of the theoretical maximum amount of product (1.0 means a 100% yield; for example, 0.34 means a 34% yield).. Dataset: Reaction yield outcomes from USPTO patents with 853,638 reactions (1) The reactants are [NH2:1][C:2]1[CH:10]=[C:9]([F:11])[C:8]([I:12])=[CH:7][C:3]=1[C:4]([OH:6])=[O:5].Cl[C:14]([O:17]C(Cl)=O)(Cl)Cl. The catalyst is O1CCOCC1. The product is [F:11][C:9]1[CH:10]=[C:2]2[NH:1][C:14](=[O:17])[O:6][C:4](=[O:5])[C:3]2=[CH:7][C:8]=1[I:12]. The yield is 0.900. (2) The product is [OH:9][C:8]1[CH:7]=[C:6]([OH:5])[CH:13]=[CH:12][C:24]=1[C:23]#[N:20]. The reactants are C(O)(=O)C.[OH:5][C:6]1[C:13](O)=[CH:12]C=C[C:7]=1[CH:8]=[O:9].C([O-])(=O)C.[Na+].[N+:20]([CH2:23][CH3:24])([O-])=O. The catalyst is O.C(OCC)(=O)C. The yield is 0.590.